This data is from Forward reaction prediction with 1.9M reactions from USPTO patents (1976-2016). The task is: Predict the product of the given reaction. (1) Given the reactants [NH2:1][C:2]1[CH:27]=[CH:26][C:5]([C:6]([NH:8][C:9]2[S:13][C:12]([NH:14][C:15]3[CH:20]=[CH:19][C:18]([O:21][CH3:22])=[CH:17][CH:16]=3)=[N:11][C:10]=2[C:23]([NH2:25])=[O:24])=[O:7])=[CH:4][CH:3]=1.C(N(CC)CC)C.C([O:38][CH2:39][C:40](Cl)=[O:41])(=O)C.C([O-])([O-])=O.[K+].[K+], predict the reaction product. The product is: [OH:41][CH2:40][C:39]([NH:1][C:2]1[CH:3]=[CH:4][C:5]([C:6]([NH:8][C:9]2[S:13][C:12]([NH:14][C:15]3[CH:20]=[CH:19][C:18]([O:21][CH3:22])=[CH:17][CH:16]=3)=[N:11][C:10]=2[C:23]([NH2:25])=[O:24])=[O:7])=[CH:26][CH:27]=1)=[O:38]. (2) Given the reactants [CH:1]([C:3]1[CH:16]=[CH:15][C:6]([O:7][CH2:8][CH2:9][CH2:10][CH2:11][CH2:12][CH2:13][OH:14])=[C:5]([O:17][CH3:18])[CH:4]=1)=[O:2].[C:19](OC(=O)C)(=[O:21])[CH3:20], predict the reaction product. The product is: [C:19]([O:14][CH2:13][CH2:12][CH2:11][CH2:10][CH2:9][CH2:8][O:7][C:6]1[CH:15]=[CH:16][C:3]([CH:1]=[O:2])=[CH:4][C:5]=1[O:17][CH3:18])(=[O:21])[CH3:20]. (3) Given the reactants [NH:1]([C:8]1[N:9]([C:25]2[CH:30]=[CH:29][CH:28]=[CH:27][CH:26]=2)[C:10]2[C:15]([C:16](=[O:18])[CH:17]=1)=[C:14]([S:19][CH2:20][C:21]([OH:23])=O)[N:13]=[C:12]([CH3:24])[CH:11]=2)[C:2]1[CH:7]=[CH:6][CH:5]=[CH:4][CH:3]=1.CCN=C=N[CH2:36][CH2:37][CH2:38][N:39](C)C.C1C=CC2N(O)N=NC=2C=1.C1(N)CC1, predict the reaction product. The product is: [NH:1]([C:8]1[N:9]([C:25]2[CH:26]=[CH:27][CH:28]=[CH:29][CH:30]=2)[C:10]2[C:15]([C:16](=[O:18])[CH:17]=1)=[C:14]([S:19][CH2:20][C:21]([NH:39][CH:38]1[CH2:36][CH2:37]1)=[O:23])[N:13]=[C:12]([CH3:24])[CH:11]=2)[C:2]1[CH:7]=[CH:6][CH:5]=[CH:4][CH:3]=1. (4) Given the reactants [N:1]1[C:10]2[C:5](=[CH:6][C:7]([CH2:11][N:12]3[C:16]4=[N:17][C:18]([C:21]5[CH:26]=[CH:25][C:24]([NH:27]C(=O)C)=[CH:23][CH:22]=5)=[CH:19][CH:20]=[C:15]4[N:14]=[N:13]3)=[CH:8][CH:9]=2)[CH:4]=[CH:3][CH:2]=1.Cl.C(=O)(O)[O-].[Na+], predict the reaction product. The product is: [N:1]1[C:10]2[C:5](=[CH:6][C:7]([CH2:11][N:12]3[C:16]4=[N:17][C:18]([C:21]5[CH:22]=[CH:23][C:24]([NH2:27])=[CH:25][CH:26]=5)=[CH:19][CH:20]=[C:15]4[N:14]=[N:13]3)=[CH:8][CH:9]=2)[CH:4]=[CH:3][CH:2]=1. (5) Given the reactants [CH3:1][C:2]1[CH:7]=[C:6]([CH3:8])[C:5]([CH3:9])=[CH:4][C:3]=1[CH:10]([C:14]([OH:16])=O)[C:11](O)=[O:12].S(Cl)([Cl:19])=O, predict the reaction product. The product is: [CH3:1][C:2]1[CH:7]=[C:6]([CH3:8])[C:5]([CH3:9])=[CH:4][C:3]=1[C:10]([C:14]([Cl:19])=[O:16])=[C:11]=[O:12]. (6) Given the reactants [CH3:1][C:2]1[C:3]([C:8]([O:10][CH3:11])=[O:9])=[N:4][CH:5]=[CH:6][CH:7]=1.ClC1C=C(C=CC=1)C(OO)=[O:17].C([O-])(O)=O.[Na+], predict the reaction product. The product is: [CH3:1][C:2]1[C:3]([C:8]([O:10][CH3:11])=[O:9])=[N+:4]([O-:17])[CH:5]=[CH:6][CH:7]=1. (7) Given the reactants [OH:1][CH2:2][C:3]1[C:8]([OH:9])=[C:7]([O:10][CH:11]([CH3:13])[CH3:12])[C:6]([N+:14]([O-:16])=[O:15])=[CH:5][CH:4]=1, predict the reaction product. The product is: [OH:9][C:8]1[C:7]([O:10][CH:11]([CH3:13])[CH3:12])=[C:6]([N+:14]([O-:16])=[O:15])[CH:5]=[CH:4][C:3]=1[CH:2]=[O:1].